From a dataset of Catalyst prediction with 721,799 reactions and 888 catalyst types from USPTO. Predict which catalyst facilitates the given reaction. (1) Reactant: [Br:1][C:2]1[CH:3]=[C:4]2[C:8](=[CH:9][CH:10]=1)[N:7]([CH:11]([CH2:15][CH:16]([CH3:18])[CH3:17])[C:12]([OH:14])=O)[C:6](=[O:19])[C:5]2=[O:20].[S:21]1[CH:25]=[CH:24][N:23]=[C:22]1[NH2:26].C(N(CC)C(C)C)(C)C.F[P-](F)(F)(F)(F)F.N1(O[P+](N(C)C)(N(C)C)N(C)C)C2C=CC=CC=2N=N1. Product: [S:21]1[CH:25]=[CH:24][N:23]=[C:22]1[NH:26][C:12](=[O:14])[CH:11]([N:7]1[C:8]2[C:4](=[CH:3][C:2]([Br:1])=[CH:10][CH:9]=2)[C:5](=[O:20])[C:6]1=[O:19])[CH2:15][CH:16]([CH3:18])[CH3:17]. The catalyst class is: 42. (2) Reactant: [CH3:1][C:2]1[CH:3]=[CH:4][C:5](B2OC(C)(C)C(C)(C)O2)=[C:6]([CH:9]=1)[C:7]#[N:8].[CH3:19][O:20][C:21](=[O:30])[C:22]1[CH:27]=[C:26]([OH:28])[CH:25]=[C:24](Br)[CH:23]=1.P([O-])([O-])([O-])=O.[K+].[K+].[K+].O1CCOCC1. Product: [C:7]([C:6]1[CH:9]=[C:2]([CH3:1])[CH:3]=[CH:4][C:5]=1[C:24]1[CH:25]=[C:26]([OH:28])[CH:27]=[C:22]([C:21]([O:20][CH3:19])=[O:30])[CH:23]=1)#[N:8]. The catalyst class is: 103. (3) Reactant: [CH2:1]([N:3]1[C:7]2=[N:8][C:9]([CH2:29][CH3:30])=[C:10]([CH2:19][NH:20][C:21]([C:23]3([C:26]([OH:28])=O)[CH2:25][CH2:24]3)=[O:22])[C:11]([NH:12][CH:13]3[CH2:18][CH2:17][O:16][CH2:15][CH2:14]3)=[C:6]2[CH:5]=[N:4]1)[CH3:2].C[N:32](C(ON1N=NC2C=CC=CC1=2)=[N+](C)C)C.F[P-](F)(F)(F)(F)F.CCN(CC)CC.[Br:62][C:63]1[CH:64]=[C:65]([CH2:70]N)[CH:66]=[CH:67][C:68]=1[CH3:69]. Product: [Br:62][C:63]1[CH:64]=[C:65]([CH2:70][N:20]([CH2:19][C:10]2[C:11]([NH:12][CH:13]3[CH2:14][CH2:15][O:16][CH2:17][CH2:18]3)=[C:6]3[CH:5]=[N:4][N:3]([CH2:1][CH3:2])[C:7]3=[N:8][C:9]=2[CH2:29][CH3:30])[C:21]([C:23]2([C:26]([NH2:32])=[O:28])[CH2:25][CH2:24]2)=[O:22])[CH:66]=[CH:67][C:68]=1[CH3:69]. The catalyst class is: 2. (4) Reactant: I[C:2]1[CH:7]=[CH:6][N:5]=[C:4]([S:8][CH3:9])[N:3]=1.[F:10][C:11]1([F:23])[O:15][C:14]2[CH:16]=[CH:17][CH:18]=[C:19](B(O)O)[C:13]=2[O:12]1.C([O-])([O-])=O.[Na+].[Na+].C1(P(C2CCCCC2)C2C=CC=CC=2C2C=CC=CC=2)CCCCC1. Product: [F:23][C:11]1([F:10])[O:12][C:13]2[CH:19]=[CH:18][CH:17]=[C:16]([C:2]3[CH:7]=[CH:6][N:5]=[C:4]([S:8][CH3:9])[N:3]=3)[C:14]=2[O:15]1. The catalyst class is: 108. (5) Reactant: [Br:1][C:2]1[C:6]2[CH2:7][N:8]([C:11](=[O:13])[CH3:12])[CH2:9][CH2:10][C:5]=2[NH:4][N:3]=1.C([O-])([O-])=O.[Cs+].[Cs+].CS(O[CH:25]1[CH2:29][CH2:28][N:27]([C:30]([O:32][C:33]([CH3:36])([CH3:35])[CH3:34])=[O:31])[CH2:26]1)(=O)=O. Product: [C:11]([N:8]1[CH2:9][CH2:10][C:5]2[N:4]([CH:29]3[CH2:25][CH2:26][N:27]([C:30]([O:32][C:33]([CH3:36])([CH3:35])[CH3:34])=[O:31])[CH2:28]3)[N:3]=[C:2]([Br:1])[C:6]=2[CH2:7]1)(=[O:13])[CH3:12]. The catalyst class is: 3. (6) Reactant: [Br:1][C:2]1[CH:7]=[CH:6][C:5]([NH:8][C:9]([NH:11][C:12]2[CH:17]=[CH:16][C:15]([O:18][C:19]3[CH:24]=[C:23](Cl)[N:22]=[CH:21][N:20]=3)=[CH:14][CH:13]=2)=[O:10])=[CH:4][C:3]=1[C:26]([F:29])([F:28])[F:27].[N-:30]=[N+:31]=[N-:32].[Na+].O. Product: [N:30]([C:23]1[N:22]=[CH:21][N:20]=[C:19]([O:18][C:15]2[CH:16]=[CH:17][C:12]([NH:11][C:9]([NH:8][C:5]3[CH:6]=[CH:7][C:2]([Br:1])=[C:3]([C:26]([F:29])([F:28])[F:27])[CH:4]=3)=[O:10])=[CH:13][CH:14]=2)[CH:24]=1)=[N+:31]=[N-:32]. The catalyst class is: 3. (7) Reactant: [CH:1]1([C:4]2[CH:5]=[C:6]([C:20]([O:22]CC)=[O:21])[C:7]3[C:12]([CH3:13])=[N:11][N:10]([C:14]4[CH:19]=[CH:18][N:17]=[CH:16][CH:15]=4)[C:8]=3[N:9]=2)[CH2:3][CH2:2]1.[OH-].[Na+]. Product: [CH:1]1([C:4]2[CH:5]=[C:6]([C:20]([OH:22])=[O:21])[C:7]3[C:12]([CH3:13])=[N:11][N:10]([C:14]4[CH:19]=[CH:18][N:17]=[CH:16][CH:15]=4)[C:8]=3[N:9]=2)[CH2:2][CH2:3]1. The catalyst class is: 8. (8) Reactant: [H-].[Na+].[NH2:3][C:4]1[CH:9]=[CH:8][C:7]([OH:10])=[C:6]([F:11])[CH:5]=1.Cl[C:13]1[C:22]2[C:17](=[CH:18][C:19]([O:25][CH3:26])=[C:20]([O:23][CH3:24])[CH:21]=2)[N:16]=[CH:15][CH:14]=1. Product: [CH3:24][O:23][C:20]1[CH:21]=[C:22]2[C:17](=[CH:18][C:19]=1[O:25][CH3:26])[N:16]=[CH:15][CH:14]=[C:13]2[O:10][C:7]1[CH:8]=[CH:9][C:4]([NH2:3])=[CH:5][C:6]=1[F:11]. The catalyst class is: 9. (9) Reactant: C([O:3][C:4]([C:6]1[C:7]2[CH2:23][O:22][C:21]3[CH:20]=[C:19]([O:24][CH3:25])[C:18]([C:26]#[N:27])=[CH:17][C:16]=3[C:8]=2[N:9]([C:11]2[CH:15]=[CH:14][S:13][CH:12]=2)[N:10]=1)=[O:5])C.CO.[OH-].[K+]. Product: [C:26]([C:18]1[C:19]([O:24][CH3:25])=[CH:20][C:21]2[O:22][CH2:23][C:7]3[C:6]([C:4]([OH:5])=[O:3])=[N:10][N:9]([C:11]4[CH:15]=[CH:14][S:13][CH:12]=4)[C:8]=3[C:16]=2[CH:17]=1)#[N:27]. The catalyst class is: 6.